This data is from Forward reaction prediction with 1.9M reactions from USPTO patents (1976-2016). The task is: Predict the product of the given reaction. (1) Given the reactants [NH2:1][C:2]1[CH:3]=[C:4]([CH:10]=[CH:11][CH:12]=1)[C:5]([O:7][CH2:8][CH3:9])=[O:6].N1C=CC=CC=1.[C:19]1([S:25](Cl)(=[O:27])=[O:26])[CH:24]=[CH:23][CH:22]=[CH:21][CH:20]=1, predict the reaction product. The product is: [C:19]1([S:25]([NH:1][C:2]2[CH:3]=[C:4]([CH:10]=[CH:11][CH:12]=2)[C:5]([O:7][CH2:8][CH3:9])=[O:6])(=[O:27])=[O:26])[CH:24]=[CH:23][CH:22]=[CH:21][CH:20]=1. (2) Given the reactants Br[C:2]1[N:7]=[CH:6][C:5]([CH:8]([OH:25])[CH2:9][N:10]2[C:22]3[N:21]=[CH:20][C:19]([CH3:23])=[CH:18][C:17]=3[C:16]3[CH2:15][N:14]([CH3:24])[CH2:13][CH2:12][C:11]2=3)=[CH:4][CH:3]=1.[CH3:26][N:27](C=O)C, predict the reaction product. The product is: [CH3:23][C:19]1[CH:20]=[N:21][C:22]2[N:10]([CH2:9][CH:8]([C:5]3[CH:4]=[CH:3][C:2]([C:26]#[N:27])=[N:7][CH:6]=3)[OH:25])[C:11]3[CH2:12][CH2:13][N:14]([CH3:24])[CH2:15][C:16]=3[C:17]=2[CH:18]=1. (3) Given the reactants [Cl:1][C:2]1[N:7]=[C:6]([C:8](OCC)=[O:9])[C:5]([NH:13][CH2:14][C:15]([O:18][CH3:19])([CH3:17])[CH3:16])=[CH:4][N:3]=1.[NH3:20], predict the reaction product. The product is: [Cl:1][C:2]1[N:7]=[C:6]([C:8]([NH2:20])=[O:9])[C:5]([NH:13][CH2:14][C:15]([O:18][CH3:19])([CH3:17])[CH3:16])=[CH:4][N:3]=1. (4) Given the reactants [Br:1]Br.[CH3:3][C:4]1[CH:9]=[CH:8][C:7]([CH3:10])=[CH:6][C:5]=1[O:11][CH3:12], predict the reaction product. The product is: [Br:1][C:8]1[C:7]([CH3:10])=[CH:6][C:5]([O:11][CH3:12])=[C:4]([CH3:3])[CH:9]=1. (5) Given the reactants [Cl:1][C:2]1[CH:3]=[C:4]([O:11][CH3:12])[C:5](=[CH:9][CH:10]=1)[C:6]([OH:8])=[O:7].[N+:13]([O-])([O-:15])=[O:14].[K+], predict the reaction product. The product is: [Cl:1][C:2]1[CH:3]=[C:4]([O:11][CH3:12])[C:5](=[CH:9][C:10]=1[N+:13]([O-:15])=[O:14])[C:6]([OH:8])=[O:7].